Dataset: Reaction yield outcomes from USPTO patents with 853,638 reactions. Task: Predict the reaction yield, written as a fraction of the theoretical maximum amount of product (1.0 means a 100% yield; for example, 0.34 means a 34% yield). (1) The reactants are [Cl:1][C:2]1[N:7]=[CH:6][N:5]=[C:4]([NH:8][CH3:9])[CH:3]=1.[H-].[Na+].[Cl:12][C:13]1[C:18]([N:19]=[C:20]=[O:21])=[C:17]([Cl:22])[C:16]([O:23][CH3:24])=[CH:15][C:14]=1[O:25][CH3:26].[CH3:27][Si:28]([CH2:31][CH2:32][O:33][CH2:34]Cl)([CH3:30])[CH3:29].[NH4+].[Cl-]. The catalyst is CN(C=O)C.O. The product is [Cl:1][C:2]1[N:7]=[CH:6][N:5]=[C:4]([N:8]([CH3:9])[C:20]([N:19]([C:18]2[C:13]([Cl:12])=[C:14]([O:25][CH3:26])[CH:15]=[C:16]([O:23][CH3:24])[C:17]=2[Cl:22])[CH2:34][O:33][CH2:32][CH2:31][Si:28]([CH3:30])([CH3:29])[CH3:27])=[O:21])[CH:3]=1. The yield is 0.280. (2) The reactants are I[C:2]1[CH:7]=[CH:6][C:5]([OH:8])=[CH:4][CH:3]=1.[CH3:9][C:10]1[CH:15]=[CH:14][C:13](B(O)O)=[CH:12][CH:11]=1.[OH-].[Na+]. The catalyst is O.C([O-])(=O)C.[Pd+2].C([O-])(=O)C. The product is [CH3:9][C:10]1[CH:15]=[CH:14][C:13]([C:2]2[CH:7]=[CH:6][C:5]([OH:8])=[CH:4][CH:3]=2)=[CH:12][CH:11]=1. The yield is 0.480. (3) The reactants are FC(F)(F)S([O:6][S:7]([C:10]([F:13])([F:12])[F:11])(=[O:9])=[O:8])(=O)=O.[CH3:16][O:17][C:18](=[O:40])[CH2:19][C:20]1[C:29]([CH3:30])=[C:28]([CH2:31][C:32]2[CH:37]=[CH:36][C:35](O)=[CH:34][CH:33]=2)[C:27]2[C:22](=[CH:23][CH:24]=[C:25]([F:39])[CH:26]=2)[CH:21]=1.N1C=CC=CC=1.O. The catalyst is ClCCl. The product is [CH3:16][O:17][C:18](=[O:40])[CH2:19][C:20]1[C:29]([CH3:30])=[C:28]([CH2:31][C:32]2[CH:33]=[CH:34][C:35]([O:6][S:7]([C:10]([F:11])([F:12])[F:13])(=[O:8])=[O:9])=[CH:36][CH:37]=2)[C:27]2[C:22](=[CH:23][CH:24]=[C:25]([F:39])[CH:26]=2)[CH:21]=1. The yield is 0.700. (4) The reactants are [NH2:1][C:2]1[C:21]2[C:20](=[O:22])[C:19]([C:23]([O:25]CC)=[O:24])=[CH:18][N:7]3[C@@H:8]([CH2:11][C:12]4[CH:17]=[CH:16][CH:15]=[CH:14][CH:13]=4)[CH2:9][O:10][C:5]([C:6]=23)=[C:4]([F:28])[C:3]=1[F:29].OS(O)(=O)=O. The catalyst is CC(O)=O.O. The product is [NH2:1][C:2]1[C:21]2[C:20](=[O:22])[C:19]([C:23]([OH:25])=[O:24])=[CH:18][N:7]3[C@@H:8]([CH2:11][C:12]4[CH:13]=[CH:14][CH:15]=[CH:16][CH:17]=4)[CH2:9][O:10][C:5]([C:6]=23)=[C:4]([F:28])[C:3]=1[F:29]. The yield is 0.950. (5) The reactants are [CH3:1][C:2]1[C:10]2[N:9]=[C:8]([CH2:11][CH2:12][CH3:13])[N:7]([CH2:14][C:15]3[CH:33]=[CH:32][C:18]4/[C:19](=[CH:28]\[C:29](O)=O)/[C:20]5[CH:27]=[CH:26][CH:25]=[CH:24][C:21]=5O[CH2:23][C:17]=4[CH:16]=3)[C:6]=2[CH:5]=[CH:4][CH:3]=1.[OH2:34].[NH2:35][NH2:36].[OH2:37]. The catalyst is C1COCC1.ClCCl. The product is [CH3:1][C:2]1[C:10]2[N:9]=[C:8]([CH2:11][CH2:12][CH3:13])[N:7]([CH2:14][C:15]3[CH:33]=[CH:32][C:18]4/[C:19](=[CH:28]\[C:29]([NH:35][NH2:36])=[O:37])/[C:20]5[CH:21]=[CH:24][CH:25]=[CH:26][C:27]=5[O:34][CH2:23][C:17]=4[CH:16]=3)[C:6]=2[CH:5]=[CH:4][CH:3]=1. The yield is 1.00. (6) The reactants are Cl[C:2]1[C:7]([CH:8]=[O:9])=[C:6]([N:10]2[CH2:22][CH2:21][N:13]3[C:14]4[CH2:15][CH2:16][CH2:17][CH2:18][C:19]=4[CH:20]=[C:12]3[C:11]2=[O:23])[N:5]=[CH:4][CH:3]=1.C([C@H:26]1[CH2:31][N:30]([CH:32]2[CH2:35][O:34][CH2:33]2)[CH2:29][CH2:28][N:27]1[C:36]1[CH:37]=[CH:38][C:39]([NH:42][C:43]2[C:44](=[O:59])[N:45]([CH3:58])[CH:46]=[C:47](B3OC(C)(C)C(C)(C)O3)[CH:48]=2)=[N:40][CH:41]=1)C.[C:60]([O-])(=O)[CH3:61].[K+]. The catalyst is O.C1C=CC(P(C2C=CC=CC=2)[C-]2C=CC=C2)=CC=1.C1C=CC(P(C2C=CC=CC=2)[C-]2C=CC=C2)=CC=1.Cl[Pd]Cl.[Fe+2].C(#N)C. The product is [CH2:60]([C@H:26]1[CH2:31][N:30]([CH:32]2[CH2:33][O:34][CH2:35]2)[CH2:29][CH2:28][N:27]1[C:36]1[CH:37]=[CH:38][C:39]([NH:42][C:43]2[C:44](=[O:59])[N:45]([CH3:58])[CH:46]=[C:47]([C:2]3[C:7]([CH:8]=[O:9])=[C:6]([N:10]4[CH:22]=[CH:21][N:13]5[C:14]6[CH2:15][CH2:16][CH2:17][CH2:18][C:19]=6[CH:20]=[C:12]5[C:11]4=[O:23])[N:5]=[CH:4][CH:3]=3)[CH:48]=2)=[N:40][CH:41]=1)[CH3:61]. The yield is 0.460. (7) The reactants are N1C=CC=CC=1.[C:7]1([S:13]([N:16]2[C:20]3[CH:21]=[N:22][C:23]([C:26]#[N:27])=[C:24]([OH:25])[C:19]=3[C:18]3[CH:28]=[C:29]([Br:32])[CH:30]=[N:31][C:17]2=3)(=[O:15])=[O:14])[CH:12]=[CH:11][CH:10]=[CH:9][CH:8]=1.[F:33][C:34]([F:65])([F:64])[C:35]([F:63])([F:62])[C:36]([F:61])([F:60])[C:37]([F:59])([F:58])[S:38](O[S:38]([C:37]([F:59])([F:58])[C:36]([F:60])([F:61])[C:35]([F:62])([F:63])[C:34]([F:33])([F:64])[F:65])(=[O:39])=[O:40])(=[O:40])=[O:39].Cl. The catalyst is C(Cl)Cl. The product is [C:7]1([S:13]([N:16]2[C:20]3[CH:21]=[N:22][C:23]([C:26]#[N:27])=[C:24]([O:25][S:38]([C:37]([F:58])([F:59])[C:36]([F:60])([F:61])[C:35]([F:62])([F:63])[C:34]([F:65])([F:64])[F:33])(=[O:40])=[O:39])[C:19]=3[C:18]3[CH:28]=[C:29]([Br:32])[CH:30]=[N:31][C:17]2=3)(=[O:14])=[O:15])[CH:8]=[CH:9][CH:10]=[CH:11][CH:12]=1. The yield is 0.800. (8) The reactants are FC(F)(F)C1C=C(NC(=O)NC2C=CC(C3SC(CCC(OC)=O)=NC=3)=CC=2)C=CC=1.[F:32][C:33]([F:56])([F:55])[S:34]([N:37]1[CH2:42][CH2:41][CH:40]([C:43]2[S:44][C:45]([C:48]3[CH:54]=[CH:53][C:51]([NH2:52])=[CH:50][CH:49]=3)=[CH:46][N:47]=2)[CH2:39][CH2:38]1)(=[O:36])=[O:35].[F:57][C:58]1[CH:63]=[C:62]([F:64])[CH:61]=[CH:60][C:59]=1[N:65]=[C:66]=[O:67]. No catalyst specified. The product is [F:57][C:58]1[CH:63]=[C:62]([F:64])[CH:61]=[CH:60][C:59]=1[NH:65][C:66]([NH:52][C:51]1[CH:53]=[CH:54][C:48]([C:45]2[S:44][C:43]([CH:40]3[CH2:41][CH2:42][N:37]([S:34]([C:33]([F:32])([F:55])[F:56])(=[O:35])=[O:36])[CH2:38][CH2:39]3)=[N:47][CH:46]=2)=[CH:49][CH:50]=1)=[O:67]. The yield is 0.920. (9) The reactants are I[C:2]1[C:10]2[C:5](=[CH:6][CH:7]=[C:8]([C:11]([O:13][CH3:14])=O)[CH:9]=2)[NH:4]N=1.Cl[CH2:16]Cl.[OH-:18].[NH4+:19].[Cl-].[NH4+:21]. The catalyst is [C-]#N.[Zn+2].[C-]#N.[Zn].Cl[Pd]Cl.C1(P(C2C=CC=CC=2)[C-]2C=CC=C2)C=CC=CC=1.[C-]1(P(C2C=CC=CC=2)C2C=CC=CC=2)C=CC=C1.[Fe+2].[Cu]I.CN(C)C(=O)C. The product is [C:16]([C:2]1[C:10]2[C:5](=[CH:6][CH:7]=[C:8]([C:11]([O:13][CH3:14])=[O:18])[CH:9]=2)[NH:4][N:21]=1)#[N:19]. The yield is 0.650.